This data is from Retrosynthesis with 50K atom-mapped reactions and 10 reaction types from USPTO. The task is: Predict the reactants needed to synthesize the given product. (1) Given the product Nc1nccc(-c2c(-c3ccc(F)cc3)ncn2C2CCN(Cc3ccccc3)CC2)n1, predict the reactants needed to synthesize it. The reactants are: CC(=O)c1c(-c2ccc(F)cc2)ncn1C1CCN(Cc2ccccc2)CC1.CNC(=N)N. (2) Given the product O=C(N1CC[C@@H](CO)[C@H](c2ccccc2)C1)C(F)(F)F, predict the reactants needed to synthesize it. The reactants are: O=C(OC(=O)C(F)(F)F)C(F)(F)F.OC[C@@H]1CCNC[C@H]1c1ccccc1. (3) Given the product CC(C)NN=Cc1ccccc1, predict the reactants needed to synthesize it. The reactants are: CC(C)NN.O=Cc1ccccc1. (4) Given the product O=[N+]([O-])c1cc(-c2ccccc2)ccc1F, predict the reactants needed to synthesize it. The reactants are: O=[N+]([O-])c1cc(I)ccc1F.OB(O)c1ccccc1. (5) Given the product c1ccc2c(c1)CCC1(CCNC1)O2, predict the reactants needed to synthesize it. The reactants are: C1=CC2(CCNC2)Oc2ccccc21. (6) Given the product CC(C)(C)c1ccc(Oc2ccc(-c3ccc(Cc4nc(-c5ccc(Cl)cc5Cl)cn4Cc4ccc(C(=O)NS(C)(=O)=O)cc4)cc3)cc2)cc1, predict the reactants needed to synthesize it. The reactants are: CC(C)(C)c1ccc(Oc2ccc(-c3ccc(Cc4nc(-c5ccc(Cl)cc5Cl)cn4Cc4ccc(C(=O)O)cc4)cc3)cc2)cc1.CS(N)(=O)=O. (7) Given the product CN1CCN(c2cccc3c2C[C@H](NC(=O)c2cccc(Oc4ccccc4)c2)CC3)CC1, predict the reactants needed to synthesize it. The reactants are: CN1CCN(c2cccc3c2C[C@H](N)CC3)CC1.O=C(O)c1cccc(Oc2ccccc2)c1. (8) Given the product CC(C)(C)c1nc2cc(N)ccc2n1CC1CCOCC1, predict the reactants needed to synthesize it. The reactants are: CC(=O)Nc1ccc2c(c1)nc(C(C)(C)C)n2CC1CCOCC1. (9) The reactants are: CC(C)C(=O)Oc1ccc2c(=O)c(-c3ccc(Cl)cc3)c(C(C)C)oc2c1. Given the product CC(C)c1oc2cc(O)ccc2c(=O)c1-c1ccc(Cl)cc1, predict the reactants needed to synthesize it. (10) Given the product O=[N+]([O-])c1cccnc1Nc1cc(F)c(Cl)c(F)c1, predict the reactants needed to synthesize it. The reactants are: Nc1cc(F)c(Cl)c(F)c1.O=[N+]([O-])c1cccnc1Cl.